The task is: Predict the product of the given reaction.. This data is from Forward reaction prediction with 1.9M reactions from USPTO patents (1976-2016). (1) Given the reactants [CH3:1][C:2]1[C:10]([CH3:11])=[CH:9][C:8]([C:12]2[CH:17]=[CH:16][CH:15]=[CH:14][CH:13]=2)=[CH:7][C:3]=1[C:4]([OH:6])=O.C(Cl)(=O)C(Cl)=O.[NH2:24][C:25]1[C:26]([F:33])=[C:27]([OH:32])[CH:28]=[CH:29][C:30]=1[F:31].C([O-])(O)=O.[Na+], predict the reaction product. The product is: [F:33][C:26]1[C:27]([OH:32])=[CH:28][CH:29]=[C:30]([F:31])[C:25]=1[NH:24][C:4](=[O:6])[C:3]1[CH:7]=[C:8]([C:12]2[CH:17]=[CH:16][CH:15]=[CH:14][CH:13]=2)[CH:9]=[C:10]([CH3:11])[C:2]=1[CH3:1]. (2) Given the reactants [CH3:1][O:2][C:3]1[C:4]([OH:21])=[CH:5][C:6]([OH:20])=[C:7]2[C:12](=[O:13])[CH:11]=[C:10]([C:14]3[CH:15]=[CH:16][CH:17]=[CH:18][CH:19]=3)[O:9][C:8]=12.[CH2:22]=O.[OH:24][CH:25]1[CH2:30][CH2:29][NH:28][CH2:27][CH2:26]1, predict the reaction product. The product is: [OH:20][C:6]1[C:5]([CH2:22][N:28]2[CH2:29][CH2:30][CH:25]([OH:24])[CH2:26][CH2:27]2)=[C:4]([OH:21])[C:3]([O:2][CH3:1])=[C:8]2[C:7]=1[C:12](=[O:13])[CH:11]=[C:10]([C:14]1[CH:19]=[CH:18][CH:17]=[CH:16][CH:15]=1)[O:9]2. (3) Given the reactants [Cl:1][C:2]1[C:7]([C:8]2[CH:13]=[CH:12][CH:11]=[CH:10][CH:9]=2)=[N:6][N:5]=[C:4]2[N:14]([CH2:33][CH2:34][N:35]3[CH2:40][CH2:39][N:38]([CH3:41])[CH2:37][CH2:36]3)[N:15]=[C:16]([C:17]3[N:18](C(OC(C)(C)C)=O)[C:19]4[C:24]([CH:25]=3)=[CH:23][CH:22]=[CH:21][CH:20]=4)[C:3]=12.C([O-])(O)=O.[Na+], predict the reaction product. The product is: [Cl:1][C:2]1[C:7]([C:8]2[CH:13]=[CH:12][CH:11]=[CH:10][CH:9]=2)=[N:6][N:5]=[C:4]2[N:14]([CH2:33][CH2:34][N:35]3[CH2:40][CH2:39][N:38]([CH3:41])[CH2:37][CH2:36]3)[N:15]=[C:16]([C:17]3[NH:18][C:19]4[C:24]([CH:25]=3)=[CH:23][CH:22]=[CH:21][CH:20]=4)[C:3]=12. (4) Given the reactants [NH2:1][CH2:2][CH2:3][CH2:4][N:5]([C:21]1[CH:26]=[C:25]([CH3:27])[N:24]=[C:23]([N:28]2[CH:32]=[CH:31][N:30]=[CH:29]2)[N:22]=1)[CH2:6][C:7]([NH:9][CH2:10][CH2:11][C:12]1[CH:20]=[CH:19][C:15]2[O:16][CH2:17][O:18][C:14]=2[CH:13]=1)=[O:8].[C:33](OC(=O)C)(=[O:35])[CH3:34], predict the reaction product. The product is: [C:33]([NH:1][CH2:2][CH2:3][CH2:4][N:5]([C:21]1[CH:26]=[C:25]([CH3:27])[N:24]=[C:23]([N:28]2[CH:32]=[CH:31][N:30]=[CH:29]2)[N:22]=1)[CH2:6][C:7]([NH:9][CH2:10][CH2:11][C:12]1[CH:20]=[CH:19][C:15]2[O:16][CH2:17][O:18][C:14]=2[CH:13]=1)=[O:8])(=[O:35])[CH3:34]. (5) Given the reactants Br[C:2]1[CH:3]=[N:4][CH:5]=[C:6]([CH:9]=1)[C:7]#[N:8].B([C:13]1[CH:18]=[CH:17][C:16]([C:19]([CH3:24])([CH3:23])[C:20]([OH:22])=[O:21])=[CH:15][CH:14]=1)(O)O.C([O-])([O-])=O.[K+].[K+], predict the reaction product. The product is: [C:7]([C:6]1[CH:9]=[C:2]([C:13]2[CH:18]=[CH:17][C:16]([C:19]([CH3:24])([CH3:23])[C:20]([OH:22])=[O:21])=[CH:15][CH:14]=2)[CH:3]=[N:4][CH:5]=1)#[N:8].